Dataset: hERG potassium channel inhibition data for cardiac toxicity prediction from Karim et al.. Task: Regression/Classification. Given a drug SMILES string, predict its toxicity properties. Task type varies by dataset: regression for continuous values (e.g., LD50, hERG inhibition percentage) or binary classification for toxic/non-toxic outcomes (e.g., AMES mutagenicity, cardiotoxicity, hepatotoxicity). Dataset: herg_karim. (1) The molecule is Cn1cnc(-c2cc3nccc(Oc4ccc(NC(=S)NC(=O)Cc5ccccc5)cc4F)c3s2)c1. The result is 0 (non-blocker). (2) The compound is COC(=O)N1C[C@@H]2C[C@@H](NC3CCOCC3OC)C[C@]2(C(=O)N2CCc3ncc(C(F)(F)F)cc3C2)C1. The result is 0 (non-blocker). (3) The drug is Cn1cc(C2C[C@H]3CSC(N)=N[C@@]3(c3ccc(F)cc3F)CO2)cn1. The result is 1 (blocker). (4) The molecule is Cc1ccc(CCCCC2CCC(C(O)(c3ccccc3)c3ccccc3)CC2)cc1. The result is 0 (non-blocker). (5) The drug is Cn1c(SCCCN2C[C@@H]3C[C@]3(c3ccc(C(F)(F)F)cc3)C2)nnc1-c1ccccc1. The result is 1 (blocker). (6) The molecule is O=C1NCN(c2ccccc2)C12CCN(CCCC(c1ccc(F)cc1)c1ccc(F)cc1)CC2. The result is 1 (blocker).